Dataset: Peptide-MHC class I binding affinity with 185,985 pairs from IEDB/IMGT. Task: Regression. Given a peptide amino acid sequence and an MHC pseudo amino acid sequence, predict their binding affinity value. This is MHC class I binding data. (1) The peptide sequence is FPSNMMVVT. The MHC is HLA-A26:01 with pseudo-sequence HLA-A26:01. The binding affinity (normalized) is 0.0847. (2) The peptide sequence is QIYAGIKVR. The binding affinity (normalized) is 0.507. The MHC is HLA-A33:01 with pseudo-sequence HLA-A33:01. (3) The peptide sequence is YKDANISMY. The binding affinity (normalized) is 0.0847. The MHC is HLA-B40:01 with pseudo-sequence HLA-B40:01. (4) The peptide sequence is EEPAALLPLS. The MHC is HLA-B45:01 with pseudo-sequence HLA-B45:01. The binding affinity (normalized) is 0.505. (5) The peptide sequence is GAPWKIWML. The MHC is HLA-B27:05 with pseudo-sequence HLA-B27:05. The binding affinity (normalized) is 0.0847. (6) The binding affinity (normalized) is 0.575. The peptide sequence is AQIMEVTAKW. The MHC is HLA-B44:03 with pseudo-sequence HLA-B44:03. (7) The peptide sequence is QMYKTPTLKY. The MHC is Patr-B0101 with pseudo-sequence Patr-B0101. The binding affinity (normalized) is 0. (8) The peptide sequence is QASQEVKNW. The MHC is HLA-B53:01 with pseudo-sequence HLA-B53:01. The binding affinity (normalized) is 0.798. (9) The peptide sequence is KSIHIVVTM. The MHC is HLA-B57:01 with pseudo-sequence HLA-B57:01. The binding affinity (normalized) is 0.838.